This data is from Catalyst prediction with 721,799 reactions and 888 catalyst types from USPTO. The task is: Predict which catalyst facilitates the given reaction. (1) Reactant: [CH3:1][CH:2]([CH3:6])[CH2:3][CH:4]=O.[CH3:7][C:8](O)=O.[C:11](O[BH-](OC(=O)C)OC(=O)C)(=O)[CH3:12].[Na+].[NH2:25][C@@H:26]1[CH2:31][CH2:30][C@@H:29]([CH:32]([C:38]([O:40][CH2:41][CH3:42])=[O:39])[C:33]([O:35][CH2:36][CH3:37])=[O:34])[CH2:28][C@H:27]1[C:43]1[CH:48]=[CH:47][C:46]([C:49]([F:52])([F:51])[F:50])=[CH:45][CH:44]=1.[C:53]([O-])(O)=O.[Na+]. Product: [CH3:1][CH:2]([CH3:6])[CH2:3][CH2:4][N:25]([CH2:11][CH2:12][CH:8]([CH3:7])[CH3:53])[C@@H:26]1[CH2:31][CH2:30][C@@H:29]([CH:32]([C:38]([O:40][CH2:41][CH3:42])=[O:39])[C:33]([O:35][CH2:36][CH3:37])=[O:34])[CH2:28][C@H:27]1[C:43]1[CH:44]=[CH:45][C:46]([C:49]([F:50])([F:51])[F:52])=[CH:47][CH:48]=1. The catalyst class is: 1. (2) The catalyst class is: 5. Reactant: [NH2:1][CH:2]([C:6]1[CH:11]=[CH:10][C:9]([O:12][CH3:13])=[CH:8][CH:7]=1)[C:3]([NH2:5])=[O:4]. Product: [CH3:13][O:12][C:9]1[CH:10]=[CH:11][C:6]([CH:2]2[NH:1][C:6]3([CH2:11][CH2:10][CH2:9][CH2:8][CH2:7]3)[NH:5][C:3]2=[O:4])=[CH:7][CH:8]=1.[C:9]1(=[O:12])[CH2:10][CH2:11][CH2:6][CH2:7][CH2:8]1. (3) Reactant: Cl.[CH3:2][O:3][C:4]([C:6]1[C:7]2[CH:8]([OH:18])[CH:9]([NH2:17])[CH2:10][O:11][C:12]=2[C:13]([F:16])=[CH:14][CH:15]=1)=[O:5].CCN(CC)CC.C1N=CN([C:31](N2C=NC=C2)=[O:32])C=1. Product: [CH3:2][O:3][C:4]([C:6]1[C:7]2[CH:8]3[CH:9]([NH:17][C:31](=[O:32])[O:18]3)[CH2:10][O:11][C:12]=2[C:13]([F:16])=[CH:14][CH:15]=1)=[O:5]. The catalyst class is: 23. (4) The catalyst class is: 1. Product: [Cl:19][C:4]1[C:3]([CH2:20][CH3:21])=[C:2]([B:38]2[O:42][C:41]([CH3:44])([CH3:43])[C:40]([CH3:46])([CH3:45])[O:39]2)[CH:18]=[CH:17][C:5]=1[O:6][Si:7]([CH:14]([CH3:16])[CH3:15])([CH:11]([CH3:13])[CH3:12])[CH:8]([CH3:10])[CH3:9]. Reactant: Br[C:2]1[CH:18]=[CH:17][C:5]([O:6][Si:7]([CH:14]([CH3:16])[CH3:15])([CH:11]([CH3:13])[CH3:12])[CH:8]([CH3:10])[CH3:9])=[C:4]([Cl:19])[C:3]=1[CH2:20][CH3:21].C(=O)=O.CC(C)=O.[Li]CCCC.C(O[B:38]1[O:42][C:41]([CH3:44])([CH3:43])[C:40]([CH3:46])([CH3:45])[O:39]1)(C)C.